Dataset: hERG potassium channel inhibition data for cardiac toxicity prediction from Karim et al.. Task: Regression/Classification. Given a drug SMILES string, predict its toxicity properties. Task type varies by dataset: regression for continuous values (e.g., LD50, hERG inhibition percentage) or binary classification for toxic/non-toxic outcomes (e.g., AMES mutagenicity, cardiotoxicity, hepatotoxicity). Dataset: herg_karim. (1) The compound is Cc1nc2cc(F)ccc2n1C1C[C@H]2CC[C@H](C1)N2CC[C@H](NC(=O)c1ccc(S(C)(=O)=O)cc1)c1ccc(F)cc1. The result is 1 (blocker). (2) The molecule is CS(=O)(=O)c1ccc(OCC[C@@H]2C[C@@H]2C2CCN(c3ncc(Cl)cn3)CC2)nc1. The result is 0 (non-blocker). (3) The compound is Cn1c(-c2ccc(OCCCN3CCCC3)cc2)nc2ccccc2c1=O. The result is 1 (blocker). (4) The compound is CN[C@@H]1CCN(c2cc(NCC3CC3)nc(N)n2)C1. The result is 1 (blocker). (5) The molecule is Cc1c([C@@H](O)CN2CCC3(CC2)CC(=O)N(c2ccc(C#N)cn2)C3)ccc2c1COC2=O. The result is 1 (blocker). (6) The compound is C[C@@H]1CCCN1CCc1ccc2nc(-c3ccc(C#N)s3)ccc2c1. The result is 1 (blocker). (7) The drug is CN(C)C(=O)N[C@H]1CC[C@H](CN2[C@H]3CC[C@@H]2C[C@H](Oc2cccc(C(N)=O)c2)C3)CC1. The result is 0 (non-blocker).